Dataset: Full USPTO retrosynthesis dataset with 1.9M reactions from patents (1976-2016). Task: Predict the reactants needed to synthesize the given product. (1) Given the product [CH3:14][CH:15]1[CH2:20][CH2:19][CH2:18][CH:17]([NH:21][C:11]([C:2]2[CH:3]=[N:4][C:5]3[C:10](=[CH:9][CH:8]=[CH:7][CH:6]=3)[N:1]=2)=[O:12])[CH2:16]1, predict the reactants needed to synthesize it. The reactants are: [N:1]1[C:10]2[C:5](=[CH:6][CH:7]=[CH:8][CH:9]=2)[N:4]=[CH:3][C:2]=1[C:11](Cl)=[O:12].[CH3:14][CH:15]1[CH2:20][CH2:19][CH2:18][CH:17]([NH2:21])[CH2:16]1. (2) Given the product [C:22]1([C@H:3]([NH:2][C:28]([O:29][C@@H:30]2[CH:35]3[CH2:36][CH2:37][N:32]([CH2:33][CH2:34]3)[CH2:31]2)=[O:38])[C:4]2[CH:5]=[C:6]([CH:19]=[CH:20][CH:21]=2)[O:7][CH2:8][C:9]2[CH:18]=[CH:17][C:12]([C:13]([O:15][CH3:16])=[O:14])=[CH:11][CH:10]=2)[CH:23]=[CH:24][CH:25]=[CH:26][CH:27]=1, predict the reactants needed to synthesize it. The reactants are: Cl.[NH2:2][C@@H:3]([C:22]1[CH:27]=[CH:26][CH:25]=[CH:24][CH:23]=1)[C:4]1[CH:5]=[C:6]([CH:19]=[CH:20][CH:21]=1)[O:7][CH2:8][C:9]1[CH:18]=[CH:17][C:12]([C:13]([O:15][CH3:16])=[O:14])=[CH:11][CH:10]=1.[C:28](Cl)(=[O:38])[O:29][C@@H:30]1[CH:35]2[CH2:36][CH2:37][N:32]([CH2:33][CH2:34]2)[CH2:31]1.O. (3) Given the product [CH2:5]([O:7][C:8]([C:10]1[CH:14]=[C:13]([C:15]2[CH:16]=[CH:17][C:18]([Cl:21])=[CH:19][CH:20]=2)[N:12]([C:22]2[CH:23]=[CH:24][C:25]([N:28]=[N+:30]=[N-:31])=[CH:26][CH:27]=2)[C:11]=1[CH3:29])=[O:9])[CH3:6], predict the reactants needed to synthesize it. The reactants are: N([O-])=O.[Na+].[CH2:5]([O:7][C:8]([C:10]1[CH:14]=[C:13]([C:15]2[CH:20]=[CH:19][C:18]([Cl:21])=[CH:17][CH:16]=2)[N:12]([C:22]2[CH:27]=[CH:26][C:25]([NH2:28])=[CH:24][CH:23]=2)[C:11]=1[CH3:29])=[O:9])[CH3:6].[N-:30]=[N+:31]=[N-].[Na+]. (4) The reactants are: [CH3:1][S:2](Cl)(=[O:4])=[O:3].[NH2:6][C:7]1[CH:12]=[CH:11][C:10]([C:13]2[N:17]([CH3:18])[C:16]([C:19]#[N:20])=[CH:15][CH:14]=2)=[C:9]([C:21]#[N:22])[CH:8]=1.Cl. Given the product [C:21]([C:9]1[CH:8]=[C:7]([NH:6][S:2]([CH3:1])(=[O:4])=[O:3])[CH:12]=[CH:11][C:10]=1[C:13]1[N:17]([CH3:18])[C:16]([C:19]#[N:20])=[CH:15][CH:14]=1)#[N:22], predict the reactants needed to synthesize it.